This data is from Forward reaction prediction with 1.9M reactions from USPTO patents (1976-2016). The task is: Predict the product of the given reaction. (1) The product is: [CH2:1]([C:8]1[C:20](=[O:21])[N:12]2[CH2:13][C:14]3[C:19]([C:11]2=[N:10][C:9]=1[CH:22]([NH:27][CH2:28][CH2:29][CH2:30][NH:31][C:32](=[O:38])[O:33][C:34]([CH3:36])([CH3:35])[CH3:37])[CH:23]([CH3:25])[CH3:24])=[CH:18][CH:17]=[CH:16][CH:15]=3)[C:2]1[CH:7]=[CH:6][CH:5]=[CH:4][CH:3]=1. Given the reactants [CH2:1]([C:8]1[C:20](=[O:21])[N:12]2[CH2:13][C:14]3[C:19]([C:11]2=[N:10][C:9]=1[CH:22](Br)[CH:23]([CH3:25])[CH3:24])=[CH:18][CH:17]=[CH:16][CH:15]=3)[C:2]1[CH:7]=[CH:6][CH:5]=[CH:4][CH:3]=1.[NH2:27][CH2:28][CH2:29][CH2:30][NH:31][C:32](=[O:38])[O:33][C:34]([CH3:37])([CH3:36])[CH3:35], predict the reaction product. (2) The product is: [CH3:18][O:17][C:14]1[CH:13]=[CH:12][C:11]([C:5]2[CH:6]=[C:7]([C:8]([NH2:10])=[O:9])[CH:2]=[N:3][C:4]=2[C:19]2[CH:24]=[CH:23][C:22]([O:25][CH3:26])=[CH:21][CH:20]=2)=[CH:16][CH:15]=1. Given the reactants Cl[C:2]1[C:7]([C:8]([NH2:10])=[O:9])=[CH:6][C:5]([C:11]2[CH:16]=[CH:15][C:14]([O:17][CH3:18])=[CH:13][CH:12]=2)=[C:4]([C:19]2[CH:24]=[CH:23][C:22]([O:25][CH3:26])=[CH:21][CH:20]=2)[N:3]=1.CCN(CC)CC.O, predict the reaction product. (3) The product is: [C:18]([O:17][C:15]([N:12]1[CH2:11][CH2:10][N:9]([C:6]2[CH:5]=[C:4]3[C:3]([CH:33]=[C:27]([C:28]([OH:29])=[O:30])[C:26](=[O:31])[O:22]3)=[CH:8][CH:7]=2)[CH2:14][CH2:13]1)=[O:16])([CH3:20])([CH3:19])[CH3:21]. Given the reactants C([C:3]1[CH:8]=[CH:7][C:6]([N:9]2[CH2:14][CH2:13][N:12]([C:15]([O:17][C:18]([CH3:21])([CH3:20])[CH3:19])=[O:16])[CH2:11][CH2:10]2)=[CH:5][C:4]=1[OH:22])=O.CC1(C)[O:29][C:28](=[O:30])[CH2:27][C:26](=[O:31])O1.[CH2:33](N(CC)CC)C, predict the reaction product. (4) The product is: [CH2:1]([O:5][C:6]1[N:11]=[C:10]([NH:12][C:13]([NH:15][C:16]2[CH:21]=[C:20]([Cl:22])[CH:19]=[CH:18][C:17]=2[O:23][CH:27]([CH3:28])[CH:26]=[CH2:31])=[O:14])[CH:9]=[N:8][C:7]=1[C:24]#[N:25])[CH2:2][CH:3]=[CH2:4]. Given the reactants [CH2:1]([O:5][C:6]1[N:11]=[C:10]([NH:12][C:13]([NH:15][C:16]2[CH:21]=[C:20]([Cl:22])[CH:19]=[CH:18][C:17]=2[OH:23])=[O:14])[CH:9]=[N:8][C:7]=1[C:24]#[N:25])[CH2:2][CH:3]=[CH2:4].[C:26]1(P([C:26]2[CH:31]=CC=[CH:28][CH:27]=2)[C:26]2[CH:31]=CC=[CH:28][CH:27]=2)[CH:31]=CC=[CH:28][CH:27]=1.CC(O)C=C.N(C(OC(C)(C)C)=O)=NC(OC(C)(C)C)=O, predict the reaction product. (5) Given the reactants C1N=CN(C(N2C=NC=C2)=O)C=1.[C:13](OCC(O)=O)(=[O:15])[CH3:14].[OH:21]/[N:22]=[C:23](/[C:25]1[CH:26]=[CH:27][C:28]([CH3:39])=[C:29]([NH:31][C:32](=[O:38])[O:33][C:34]([CH3:37])([CH3:36])[CH3:35])[CH:30]=1)\[NH2:24].[Li+].[OH-].C([O-])(O)=O.[Na+], predict the reaction product. The product is: [OH:15][CH2:13][C:14]1[O:21][N:22]=[C:23]([C:25]2[CH:26]=[CH:27][C:28]([CH3:39])=[C:29]([NH:31][C:32](=[O:38])[O:33][C:34]([CH3:35])([CH3:36])[CH3:37])[CH:30]=2)[N:24]=1. (6) Given the reactants Br[C:2]1[N:7]=[CH:6][C:5]2[CH:8]=[C:9]([C:18]3[CH:19]=[N:20][N:21]([C:23]([O:25][C:26]([CH3:29])([CH3:28])[CH3:27])=[O:24])[CH:22]=3)[N:10]([C:11]([O:13][C:14]([CH3:17])([CH3:16])[CH3:15])=[O:12])[C:4]=2[CH:3]=1.[CH2:30]([O:32][C:33]1[CH:38]=[CH:37][CH:36]=[CH:35][C:34]=1[NH2:39])[CH3:31], predict the reaction product. The product is: [C:26]([O:25][C:23]([N:21]1[CH:22]=[C:18]([C:9]2[N:10]([C:11]([O:13][C:14]([CH3:17])([CH3:16])[CH3:15])=[O:12])[C:4]3[CH:3]=[C:2]([NH:39][C:34]4[CH:35]=[CH:36][CH:37]=[CH:38][C:33]=4[O:32][CH2:30][CH3:31])[N:7]=[CH:6][C:5]=3[CH:8]=2)[CH:19]=[N:20]1)=[O:24])([CH3:27])([CH3:29])[CH3:28].